The task is: Predict the reaction yield, written as a fraction of the theoretical maximum amount of product (1.0 means a 100% yield; for example, 0.34 means a 34% yield).. This data is from Reaction yield outcomes from USPTO patents with 853,638 reactions. (1) The reactants are [C:1]([C:5]1[NH:6][C:7]2[C:12]([CH:13]=1)=[C:11](F)[C:10]([N+:15]([O-:17])=[O:16])=[CH:9][CH:8]=2)([CH3:4])([CH3:3])[CH3:2].[C-:18]#[N:19].[K+].O. The catalyst is CS(C)=O. The product is [C:1]([C:5]1[NH:6][C:7]2[CH:8]=[CH:9][C:10]([N+:15]([O-:17])=[O:16])=[C:11]([C:18]#[N:19])[C:12]=2[CH:13]=1)([CH3:4])([CH3:3])[CH3:2]. The yield is 0.530. (2) The reactants are [CH2:1]([O:8][C:9]1[CH:10]=[C:11]([C:15](=[O:19])/[CH:16]=[CH:17]/[CH3:18])[CH:12]=[CH:13][CH:14]=1)[C:2]1[CH:7]=[CH:6][CH:5]=[CH:4][CH:3]=1.[I-].[CH3:21][S+](C)(C)=O.C1CCN2C(=NCCC2)CC1. The catalyst is C(#N)C. The product is [CH2:1]([O:8][C:9]1[CH:10]=[C:11]([C:15]([CH:16]2[CH2:18][CH:17]2[CH3:21])=[O:19])[CH:12]=[CH:13][CH:14]=1)[C:2]1[CH:3]=[CH:4][CH:5]=[CH:6][CH:7]=1. The yield is 0.360.